From a dataset of CYP2C19 inhibition data for predicting drug metabolism from PubChem BioAssay. Regression/Classification. Given a drug SMILES string, predict its absorption, distribution, metabolism, or excretion properties. Task type varies by dataset: regression for continuous measurements (e.g., permeability, clearance, half-life) or binary classification for categorical outcomes (e.g., BBB penetration, CYP inhibition). Dataset: cyp2c19_veith. (1) The drug is CN(CCC(=O)O)C1=Nc2ccc(Cl)cc2C(c2ccccc2)=[N+]([O-])C1. The result is 0 (non-inhibitor). (2) The compound is CN1CCCC[C@@H]1CCN1c2ccccc2Sc2ccc(S(C)=O)cc21. The result is 0 (non-inhibitor). (3) The compound is COc1ccc(C(=O)NC(=S)NCc2ccccc2)cc1. The result is 1 (inhibitor). (4) The drug is Clc1cccc2c1CN(C1=NCCN1)C2. The result is 0 (non-inhibitor). (5) The compound is CC(C)CC(=O)N1CCC(O)(CS(=O)(=O)Cc2ccc(Cl)cc2)CC1. The result is 0 (non-inhibitor). (6) The molecule is Cc1nn(Cc2c(Cl)cccc2Cl)c(C)c1NC(=O)c1cnn2c(C(F)F)cc(-c3ccccc3)nc12. The result is 1 (inhibitor). (7) The compound is CN(C)C(=O)c1ccc(-c2cncnc2NCCc2cnc[nH]2)cc1. The result is 1 (inhibitor). (8) The molecule is O=C1Cc2c([nH]c3ccc(Br)cc23)-c2ccccc2N1. The result is 0 (non-inhibitor).